This data is from NCI-60 drug combinations with 297,098 pairs across 59 cell lines. The task is: Regression. Given two drug SMILES strings and cell line genomic features, predict the synergy score measuring deviation from expected non-interaction effect. Drug 1: C1=C(C(=O)NC(=O)N1)N(CCCl)CCCl. Drug 2: CC1=C(C(=O)C2=C(C1=O)N3CC4C(C3(C2COC(=O)N)OC)N4)N. Cell line: UO-31. Synergy scores: CSS=16.4, Synergy_ZIP=-7.97, Synergy_Bliss=-3.18, Synergy_Loewe=-1.82, Synergy_HSA=-0.640.